Dataset: NCI-60 drug combinations with 297,098 pairs across 59 cell lines. Task: Regression. Given two drug SMILES strings and cell line genomic features, predict the synergy score measuring deviation from expected non-interaction effect. (1) Drug 1: CC(C1=C(C=CC(=C1Cl)F)Cl)OC2=C(N=CC(=C2)C3=CN(N=C3)C4CCNCC4)N. Drug 2: CCCS(=O)(=O)NC1=C(C(=C(C=C1)F)C(=O)C2=CNC3=C2C=C(C=N3)C4=CC=C(C=C4)Cl)F. Cell line: HOP-62. Synergy scores: CSS=-5.50, Synergy_ZIP=1.61, Synergy_Bliss=-0.400, Synergy_Loewe=-4.81, Synergy_HSA=-4.22. (2) Drug 1: CC1C(C(CC(O1)OC2CC(CC3=C2C(=C4C(=C3O)C(=O)C5=C(C4=O)C(=CC=C5)OC)O)(C(=O)C)O)N)O.Cl. Drug 2: CC1CCC2CC(C(=CC=CC=CC(CC(C(=O)C(C(C(=CC(C(=O)CC(OC(=O)C3CCCCN3C(=O)C(=O)C1(O2)O)C(C)CC4CCC(C(C4)OC)O)C)C)O)OC)C)C)C)OC. Cell line: T-47D. Synergy scores: CSS=17.8, Synergy_ZIP=-9.94, Synergy_Bliss=-1.43, Synergy_Loewe=0.594, Synergy_HSA=1.80.